This data is from Peptide-MHC class II binding affinity with 134,281 pairs from IEDB. The task is: Regression. Given a peptide amino acid sequence and an MHC pseudo amino acid sequence, predict their binding affinity value. This is MHC class II binding data. (1) The peptide sequence is GELQIVDNIDAAFKI. The MHC is DRB3_0101 with pseudo-sequence DRB3_0101. The binding affinity (normalized) is 0.574. (2) The peptide sequence is VTKTSGSAASMVNGV. The MHC is HLA-DQA10501-DQB10402 with pseudo-sequence HLA-DQA10501-DQB10402. The binding affinity (normalized) is 0.353. (3) The peptide sequence is KTKNKTNWKQTWTFK. The MHC is DRB1_0404 with pseudo-sequence DRB1_0404. The binding affinity (normalized) is 0. (4) The peptide sequence is LLYCFRKDMDKVETF. The MHC is DRB1_0301 with pseudo-sequence DRB1_0301. The binding affinity (normalized) is 0.174. (5) The peptide sequence is GELQIVDKQDAAFKI. The MHC is DRB1_0401 with pseudo-sequence DRB1_0401. The binding affinity (normalized) is 0.242. (6) The MHC is DRB1_1501 with pseudo-sequence DRB1_1501. The peptide sequence is IFKISKTVSEGAVDI. The binding affinity (normalized) is 0.0762. (7) The peptide sequence is KTLNDETKKQVNLMG. The MHC is DRB1_0701 with pseudo-sequence DRB1_0701. The binding affinity (normalized) is 0.